The task is: Predict the product of the given reaction.. This data is from Forward reaction prediction with 1.9M reactions from USPTO patents (1976-2016). The product is: [CH3:38][C:35]1[S:36][CH:37]=[C:33]([CH2:32][N:7]2[C:6]3[CH:8]=[C:9]([C:11]4[CH:16]=[CH:15][CH:14]=[CH:13][CH:12]=4)[S:10][C:5]=3[C:4](=[O:17])[N:3]([CH:18]3[CH2:23][CH2:22][N:21]([C:24]([O:26][C:27]([CH3:30])([CH3:29])[CH3:28])=[O:25])[CH2:20][CH2:19]3)[C:2]2=[O:1])[N:34]=1. Given the reactants [O:1]=[C:2]1[NH:7][C:6]2[CH:8]=[C:9]([C:11]3[CH:16]=[CH:15][CH:14]=[CH:13][CH:12]=3)[S:10][C:5]=2[C:4](=[O:17])[N:3]1[CH:18]1[CH2:23][CH2:22][N:21]([C:24]([O:26][C:27]([CH3:30])([CH3:29])[CH3:28])=[O:25])[CH2:20][CH2:19]1.Cl[CH2:32][C:33]1[N:34]=[C:35]([CH3:38])[S:36][CH:37]=1.C(=O)([O-])[O-].[K+].[K+], predict the reaction product.